Dataset: Peptide-MHC class II binding affinity with 134,281 pairs from IEDB. Task: Regression. Given a peptide amino acid sequence and an MHC pseudo amino acid sequence, predict their binding affinity value. This is MHC class II binding data. The peptide sequence is KNLIPSSASPWSWPD. The MHC is DRB5_0101 with pseudo-sequence DRB5_0101. The binding affinity (normalized) is 0.